From a dataset of Full USPTO retrosynthesis dataset with 1.9M reactions from patents (1976-2016). Predict the reactants needed to synthesize the given product. (1) Given the product [Br:15][C:12]1[CH:13]=[CH:14][C:9]([N:5]2[CH2:4][C@H:3]([CH2:2][N:1]3[CH:26]=[C:27]([CH3:28])[N:29]=[N:30]3)[O:7][C:6]2=[O:8])=[N:10][CH:11]=1, predict the reactants needed to synthesize it. The reactants are: [NH2:1][CH2:2][C@@H:3]1[O:7][C:6](=[O:8])[N:5]([C:9]2[CH:14]=[CH:13][C:12]([Br:15])=[CH:11][N:10]=2)[CH2:4]1.C(N(C(C)C)CC)(C)C.Cl[CH:26](Cl)[C:27](=[N:29][NH:30]S(C1C(C)=CC=CC=1)(=O)=O)[CH3:28]. (2) Given the product [Cl:3][C@H:6]([CH2:10][C:11]1[CH:16]=[CH:15][CH:14]=[CH:13][CH:12]=1)[C:7]([OH:9])=[O:8], predict the reactants needed to synthesize it. The reactants are: S(Cl)([Cl:3])=O.O[C@@H:6]([CH2:10][C:11]1[CH:16]=[CH:15][CH:14]=[CH:13][CH:12]=1)[C:7]([OH:9])=[O:8].N1C=CC=CC=1.O. (3) Given the product [CH3:34][O:35][C:36](=[O:53])[C:37]1[CH:42]=[C:41]([Cl:43])[C:40]([O:44][CH2:45][C:46]2[CH:47]=[CH:48][CH:49]=[CH:50][CH:51]=2)=[CH:39][C:38]=1[O:52][CH2:57][CH2:56][CH2:55][Br:54], predict the reactants needed to synthesize it. The reactants are: C1(P(C2C=CC=CC=2)C2C=CC=CC=2)C=CC=CC=1.CC(OC(/N=N/C(OC(C)C)=O)=O)C.[CH3:34][O:35][C:36](=[O:53])[C:37]1[CH:42]=[C:41]([Cl:43])[C:40]([O:44][CH2:45][C:46]2[CH:51]=[CH:50][CH:49]=[CH:48][CH:47]=2)=[CH:39][C:38]=1[OH:52].[Br:54][CH2:55][CH2:56][CH2:57]O.